From a dataset of Catalyst prediction with 721,799 reactions and 888 catalyst types from USPTO. Predict which catalyst facilitates the given reaction. Reactant: Cl.[C:2]1([CH3:10])[CH:7]=[CH:6][C:5]([NH:8]N)=[CH:4][CH:3]=1.[CH2:11]([O:13][C:14](=[O:19])[CH2:15][CH2:16][CH2:17]Cl)[CH3:12].C(N(CC)CC)C.Cl.[CH3:28][N:29]1[CH2:34][CH2:33][C:32](=O)[CH2:31][CH2:30]1. Product: [CH3:28][N:29]1[CH2:34][CH2:33][C:32]2[N:8]([CH2:17][CH2:16][CH2:15][C:14]([O:13][CH2:11][CH3:12])=[O:19])[C:5]3[CH:4]=[CH:3][C:2]([CH3:10])=[CH:7][C:6]=3[C:31]=2[CH2:30]1. The catalyst class is: 8.